Task: Predict the product of the given reaction.. Dataset: Forward reaction prediction with 1.9M reactions from USPTO patents (1976-2016) (1) Given the reactants I[C:2]1[CH:7]=[CH:6][C:5]([CH3:8])=[CH:4][CH:3]=1.C(N([CH2:14][CH3:15])CC)C.CO[CH2:18][CH2:19][O:20][CH3:21].C([OH:26])CCC, predict the reaction product. The product is: [CH3:8][C:5]1[CH:6]=[CH:7][C:2]([C:21]([O:20][CH2:19][CH2:18][CH2:14][CH3:15])=[O:26])=[CH:3][CH:4]=1. (2) Given the reactants [CH2:1]([N:8]1[CH2:12][C@@H:11]([CH3:13])[C@H:10]([C:14]([OH:16])=[O:15])[CH2:9]1)[C:2]1[CH:7]=[CH:6][CH:5]=[CH:4][CH:3]=1.OS(O)(=O)=O.[CH3:22]O, predict the reaction product. The product is: [CH2:1]([N:8]1[CH2:12][C@@H:11]([CH3:13])[C@H:10]([C:14]([O:16][CH3:22])=[O:15])[CH2:9]1)[C:2]1[CH:3]=[CH:4][CH:5]=[CH:6][CH:7]=1. (3) Given the reactants [NH2:1][C:2]1[CH:10]=[C:9]([O:11][CH3:12])[CH:8]=[C:7]([O:13][CH3:14])[C:3]=1[C:4]([NH2:6])=[O:5].[OH:15][CH2:16][CH2:17][CH2:18][CH2:19][O:20][C:21]1[C:28]([CH3:29])=[CH:27][C:24]([CH:25]=O)=[CH:23][C:22]=1[CH3:30].OS([O-])=O.[Na+].CC1C=CC(S(O)(=O)=O)=CC=1, predict the reaction product. The product is: [OH:15][CH2:16][CH2:17][CH2:18][CH2:19][O:20][C:21]1[C:28]([CH3:29])=[CH:27][C:24]([C:25]2[NH:6][C:4](=[O:5])[C:3]3[C:2](=[CH:10][C:9]([O:11][CH3:12])=[CH:8][C:7]=3[O:13][CH3:14])[N:1]=2)=[CH:23][C:22]=1[CH3:30]. (4) Given the reactants [N+:1]([C:4]1[CH:9]=[CH:8][C:7]([N:10]2[CH2:15][CH2:14][N:13]([C:16]([O:18][C:19]3C=CC([N+]([O-])=O)=C[CH:20]=3)=[O:17])[CH2:12][CH2:11]2)=[CH:6][CH:5]=1)([O-:3])=[O:2].[CH3:28][N:29](C)[CH2:30]CO, predict the reaction product. The product is: [N+:1]([C:4]1[CH:9]=[CH:8][C:7]([N:10]2[CH2:15][CH2:14][N:13]([C:16]([O:18][CH2:19][CH2:20][N:29]([CH3:30])[CH3:28])=[O:17])[CH2:12][CH2:11]2)=[CH:6][CH:5]=1)([O-:3])=[O:2]. (5) Given the reactants [CH3:1][O:2][C:3]1[CH:29]=[C:28]([O:30][CH3:31])[CH:27]=[CH:26][C:4]=1[CH2:5][N:6]1[CH2:12][CH2:11][C:10]([F:14])([F:13])[CH2:9][C@@H:8]([NH:15][S:16]([C:19]2[S:20][C:21]([Cl:24])=[CH:22][CH:23]=2)(=[O:18])=[O:17])[C:7]1=[O:25].[CH3:32][O:33][C:34]1[N:39]=[CH:38][C:37]([CH2:40]O)=[CH:36][CH:35]=1.C1(P(C2C=CC=CC=2)C2C=CC=CC=2)C=CC=CC=1.N(C(OC(C)C)=O)=NC(OC(C)C)=O, predict the reaction product. The product is: [CH3:1][O:2][C:3]1[CH:29]=[C:28]([O:30][CH3:31])[CH:27]=[CH:26][C:4]=1[CH2:5][N:6]1[CH2:12][CH2:11][C:10]([F:13])([F:14])[CH2:9][C@@H:8]([N:15]([CH2:40][C:37]2[CH:38]=[N:39][C:34]([O:33][CH3:32])=[CH:35][CH:36]=2)[S:16]([C:19]2[S:20][C:21]([Cl:24])=[CH:22][CH:23]=2)(=[O:17])=[O:18])[C:7]1=[O:25]. (6) Given the reactants [C:1]([C:3]1[CH:4]=[CH:5][C:6]([C:9]2[N:13]([C:14]3[CH:15]=[N:16][C:17]([O:20][CH3:21])=[CH:18][CH:19]=3)[N:12]=[C:11]([C:22]([OH:24])=O)[CH:10]=2)=[N:7][CH:8]=1)#[N:2].[CH2:25]([NH:27][CH3:28])[CH3:26], predict the reaction product. The product is: [CH2:25]([N:27]([CH3:28])[C:22]([C:11]1[CH:10]=[C:9]([C:6]2[CH:5]=[CH:4][C:3]([C:1]#[N:2])=[CH:8][N:7]=2)[N:13]([C:14]2[CH:15]=[N:16][C:17]([O:20][CH3:21])=[CH:18][CH:19]=2)[N:12]=1)=[O:24])[CH3:26]. (7) Given the reactants [F:1][C:2]1[CH:7]=[CH:6][CH:5]=[CH:4][C:3]=1[N:8]1[CH:12]=[CH:11][N:10]([CH:13]2[CH2:18][CH2:17][N:16](C(OC(C)(C)C)=O)[CH2:15][CH2:14]2)[C:9]1=[O:26].[ClH:27].O1CCOCC1, predict the reaction product. The product is: [ClH:27].[F:1][C:2]1[CH:7]=[CH:6][CH:5]=[CH:4][C:3]=1[N:8]1[CH:12]=[CH:11][N:10]([CH:13]2[CH2:14][CH2:15][NH:16][CH2:17][CH2:18]2)[C:9]1=[O:26]. (8) Given the reactants [CH2:1]([C:5]1([N:28]([CH3:30])[CH3:29])[CH2:10][CH2:9][CH:8]([C:11]2[NH:12][C:13]3[C:18]([C:19]=2[CH2:20][CH2:21][CH2:22][CH2:23][O:24][C:25](=[O:27])[CH3:26])=[CH:17][CH:16]=[CH:15][CH:14]=3)[CH2:7][CH2:6]1)[CH2:2][CH2:3][CH3:4].[Si]([Cl:35])(C)(C)C, predict the reaction product. The product is: [ClH:35].[C:25]([O:24][CH2:23][CH2:22][CH2:21][CH2:20][C:19]1[C:18]2[C:13](=[CH:14][CH:15]=[CH:16][CH:17]=2)[NH:12][C:11]=1[CH:8]1[CH2:9][CH2:10][C:5]([CH2:1][CH2:2][CH2:3][CH3:4])([N:28]([CH3:30])[CH3:29])[CH2:6][CH2:7]1)(=[O:27])[CH3:26]. (9) Given the reactants [CH2:1]([C:8]1[O:9][C:10]([CH3:28])=[C:11]([CH3:27])[C:12]=1[C:13]([C:15]1[CH:20]=[CH:19][C:18]([OH:21])=[C:17]([CH:22]2[CH2:26][CH2:25][CH2:24][CH2:23]2)[CH:16]=1)=[O:14])[C:2]1[CH:7]=[CH:6][CH:5]=[CH:4][CH:3]=1.Cl[S:30]([C:33]1[CH:41]=[CH:40][C:36]([C:37]([OH:39])=[O:38])=[C:35]([OH:42])[CH:34]=1)(=[O:32])=[O:31], predict the reaction product. The product is: [CH2:1]([C:8]1[O:9][C:10]([CH3:28])=[C:11]([CH3:27])[C:12]=1[C:13]([C:15]1[CH:20]=[CH:19][C:18]([O:21][S:30]([C:33]2[CH:41]=[CH:40][C:36]([C:37]([OH:39])=[O:38])=[C:35]([OH:42])[CH:34]=2)(=[O:32])=[O:31])=[C:17]([CH:22]2[CH2:26][CH2:25][CH2:24][CH2:23]2)[CH:16]=1)=[O:14])[C:2]1[CH:3]=[CH:4][CH:5]=[CH:6][CH:7]=1. (10) Given the reactants [C@@H:1]1([N:10]2[C:19]3[N:18]=[CH:17][N:16]=[C:14]([NH2:15])[C:13]=3[N:12]=[CH:11]2)[O:9][C@H:6]([CH2:7][OH:8])[C@@H:4]([OH:5])[C@H:2]1[OH:3].C1N=C(N)C2N=CN([C@@H]3[O:34][C@H](CO)[C@@H](O)[C@@H]3O)C=2N=1.O.OO, predict the reaction product. The product is: [C@@H:1]1([N:10]2[C:19]3[C:13](=[C:14]([N+:16]([O-:34])=[CH:17][N:18]=3)[NH2:15])[N:12]=[CH:11]2)[O:9][C@H:6]([CH2:7][OH:8])[C@@H:4]([OH:5])[C@H:2]1[OH:3].